Task: Regression. Given two drug SMILES strings and cell line genomic features, predict the synergy score measuring deviation from expected non-interaction effect.. Dataset: NCI-60 drug combinations with 297,098 pairs across 59 cell lines Drug 1: C1=C(C(=O)NC(=O)N1)F. Drug 2: C1=CC=C(C=C1)NC(=O)CCCCCCC(=O)NO. Cell line: A549. Synergy scores: CSS=44.5, Synergy_ZIP=1.35, Synergy_Bliss=-3.44, Synergy_Loewe=-2.52, Synergy_HSA=-1.05.